From a dataset of Catalyst prediction with 721,799 reactions and 888 catalyst types from USPTO. Predict which catalyst facilitates the given reaction. (1) Reactant: [Br:1][C:2]1[CH:11]=[CH:10][CH:9]=[CH:8][C:3]=1[O:4][CH2:5][CH2:6][OH:7].C(N(CC)CC)C.[S:19](Cl)([C:22]1[CH:28]=[CH:27][C:25]([CH3:26])=[CH:24][CH:23]=1)(=[O:21])=[O:20].O. Product: [S:19]([C:22]1[CH:28]=[CH:27][C:25]([CH3:26])=[CH:24][CH:23]=1)([O:7][CH2:6][CH2:5][O:4][C:3]1[CH:8]=[CH:9][CH:10]=[CH:11][C:2]=1[Br:1])(=[O:21])=[O:20]. The catalyst class is: 4. (2) Reactant: [N:1]1[CH:6]=[CH:5][CH:4]=[C:3]([C:7]2[CH:12]=[CH:11][N:10]3[C:13]([C:16]4[CH:25]=[CH:24][C:23]5[C:18](=[C:19]([N:26]6[CH2:31][CH2:30][CH:29]([NH:32]C(=O)OC(C)(C)C)[CH2:28][CH2:27]6)[CH:20]=[CH:21][CH:22]=5)[N:17]=4)=[CH:14][N:15]=[C:9]3[CH:8]=2)[CH:2]=1.C(Cl)Cl.FC(F)(F)C(O)=O.CO.C(Cl)(Cl)Cl. Product: [N:1]1[CH:6]=[CH:5][CH:4]=[C:3]([C:7]2[CH:12]=[CH:11][N:10]3[C:13]([C:16]4[CH:25]=[CH:24][C:23]5[C:18](=[C:19]([N:26]6[CH2:27][CH2:28][CH:29]([NH2:32])[CH2:30][CH2:31]6)[CH:20]=[CH:21][CH:22]=5)[N:17]=4)=[CH:14][N:15]=[C:9]3[CH:8]=2)[CH:2]=1. The catalyst class is: 147. (3) The catalyst class is: 9. Reactant: [C:1]([C:3]1[N:4]=[C:5]([N:8]2[CH2:11][CH:10](OS(C)(=O)=O)[CH2:9]2)[O:6][CH:7]=1)#[N:2].[C:17]([O-:20])(=[S:19])[CH3:18].[K+]. Product: [C:17]([S:19][CH:10]1[CH2:9][N:8]([C:5]2[O:6][CH:7]=[C:3]([C:1]#[N:2])[N:4]=2)[CH2:11]1)(=[O:20])[CH3:18]. (4) Reactant: [NH:1](C(OCC1C=CC=CC=1)=O)[C@@H:2]([C:13]([NH:15][C@H:16]([C:29]([NH:31][C@H:32]([C:36]([O:38][CH3:39])=[O:37])[C@@H:33]([CH3:35])[OH:34])=[O:30])[CH2:17][CH2:18][CH2:19][CH2:20][NH:21][C:22]([O:24][C:25]([CH3:28])([CH3:27])[CH3:26])=[O:23])=[O:14])[CH2:3][C:4]1[C:12]2[C:7](=[CH:8][CH:9]=[CH:10][CH:11]=2)[NH:6][CH:5]=1. Product: [NH2:1][C@@H:2]([C:13]([NH:15][C@H:16]([C:29]([NH:31][C@H:32]([C:36]([O:38][CH3:39])=[O:37])[C@@H:33]([CH3:35])[OH:34])=[O:30])[CH2:17][CH2:18][CH2:19][CH2:20][NH:21][C:22]([O:24][C:25]([CH3:27])([CH3:28])[CH3:26])=[O:23])=[O:14])[CH2:3][C:4]1[C:12]2[C:7](=[CH:8][CH:9]=[CH:10][CH:11]=2)[NH:6][CH:5]=1. The catalyst class is: 5. (5) The catalyst class is: 1. Reactant: [CH3:1][O:2][C:3]1[CH:9]=[CH:8][C:7]([N+:10]([O-:12])=[O:11])=[CH:6][C:4]=1[NH2:5].[C:13](O[C:13]([O:15][C:16]([CH3:19])([CH3:18])[CH3:17])=[O:14])([O:15][C:16]([CH3:19])([CH3:18])[CH3:17])=[O:14].N1C=CC(N)=CC=1. Product: [C:16]([O:15][C:13](=[O:14])[NH:5][C:4]1[CH:6]=[C:7]([N+:10]([O-:12])=[O:11])[CH:8]=[CH:9][C:3]=1[O:2][CH3:1])([CH3:19])([CH3:18])[CH3:17]. (6) Reactant: Cl.[NH2:2][C:3]1[CH:8]=[CH:7][C:6]([C:9]([C:17]2[CH:22]=[CH:21][C:20]([Cl:23])=[CH:19][CH:18]=2)([OH:16])[C:10]2[N:14]([CH3:15])[CH:13]=[N:12][CH:11]=2)=[CH:5][C:4]=1[CH:24]([C:30]1[CH:35]=[CH:34][CH:33]=[C:32]([Cl:36])[CH:31]=1)[S:25][CH2:26][C:27](O)=[O:28].[O-]S([O-])(=O)=O.[Mg+2]. Product: [Cl:36][C:32]1[CH:31]=[C:30]([CH:24]2[C:4]3[CH:5]=[C:6]([C:9]([C:17]4[CH:18]=[CH:19][C:20]([Cl:23])=[CH:21][CH:22]=4)([OH:16])[C:10]4[N:14]([CH3:15])[CH:13]=[N:12][CH:11]=4)[CH:7]=[CH:8][C:3]=3[NH:2][C:27](=[O:28])[CH2:26][S:25]2)[CH:35]=[CH:34][CH:33]=1. The catalyst class is: 11. (7) Reactant: [CH2:1]([O:3][C:4](=[O:9])[C:5](=O)[CH2:6]Br)[CH3:2].[S:10]([N:20]1[C:28]2[C:23](=[N:24][C:25]([NH2:29])=[CH:26][N:27]=2)[CH:22]=[CH:21]1)([C:13]1[CH:19]=[CH:18][C:16]([CH3:17])=[CH:15][CH:14]=1)(=[O:12])=[O:11].O1CCOCC1. Product: [S:10]([N:20]1[C:28]2[N:27]=[CH:26][C:25]3[N:24]([CH:6]=[C:5]([C:4]([O:3][CH2:1][CH3:2])=[O:9])[N:29]=3)[C:23]=2[CH:22]=[CH:21]1)([C:13]1[CH:14]=[CH:15][C:16]([CH3:17])=[CH:18][CH:19]=1)(=[O:11])=[O:12]. The catalyst class is: 23.